The task is: Predict the product of the given reaction.. This data is from Forward reaction prediction with 1.9M reactions from USPTO patents (1976-2016). (1) Given the reactants Cl[C:2]1[C:11]([C:12]([NH:14][CH2:15][C:16]2[CH:21]=[CH:20][CH:19]=[C:18]([F:22])[CH:17]=2)=[O:13])=[C:10]([CH3:23])[C:9]2[C:4](=[CH:5][C:6]([C:24]([F:27])([F:26])[F:25])=[CH:7][CH:8]=2)[N:3]=1.Cl.[CH2:29]([NH2:31])[CH3:30].CCN(C(C)C)C(C)C.[OH-].[Na+], predict the reaction product. The product is: [CH2:29]([NH:31][C:2]1[C:11]([C:12]([NH:14][CH2:15][C:16]2[CH:21]=[CH:20][CH:19]=[C:18]([F:22])[CH:17]=2)=[O:13])=[C:10]([CH3:23])[C:9]2[C:4](=[CH:5][C:6]([C:24]([F:27])([F:26])[F:25])=[CH:7][CH:8]=2)[N:3]=1)[CH3:30]. (2) Given the reactants [CH3:1][N:2]([CH2:4][CH2:5][O:6][CH:7]([C:14]1[CH:15]=[CH:16][CH:17]=[CH:18][CH:19]=1)[C:8]1[CH:9]=[CH:10][CH:11]=[CH:12][CH:13]=1)[CH3:3].Cl, predict the reaction product. The product is: [CH3:3][N:2]([CH2:4][CH2:5][O:6][CH:7]([C:14]1[CH:19]=[CH:18][CH:17]=[CH:16][CH:15]=1)[C:8]1[CH:9]=[CH:10][CH:11]=[CH:12][CH:13]=1)[CH3:1]. (3) Given the reactants [Cl:1][C:2]1[CH:3]=[C:4]([S:9]([CH:12]2[CH2:17][CH2:16][N:15](C(OC(C)(C)C)=O)[CH2:14][CH2:13]2)(=[O:11])=[O:10])[CH:5]=[CH:6][C:7]=1[Cl:8].Cl.C([O-])([O-])=O.[Na+].[Na+], predict the reaction product. The product is: [Cl:1][C:2]1[CH:3]=[C:4]([S:9]([CH:12]2[CH2:17][CH2:16][NH:15][CH2:14][CH2:13]2)(=[O:11])=[O:10])[CH:5]=[CH:6][C:7]=1[Cl:8]. (4) The product is: [O:1]=[C:2]1[NH:10][C:5]2=[N:6][CH:7]=[CH:8][CH:9]=[C:4]2[C:3]21[CH2:14][C:13]1[CH:16]=[C:17]([C:20]([O:22][CH3:23])=[O:21])[CH:18]=[CH:19][C:12]=1[O:11]2. Given the reactants [O:1]=[C:2]1[NH:10][C:5]2=[N:6][CH:7]=[CH:8][CH:9]=[C:4]2[C:3]21[C:14](=O)[C:13]1[CH:16]=[C:17]([C:20]([O:22][CH3:23])=[O:21])[CH:18]=[CH:19][C:12]=1[O:11]2, predict the reaction product. (5) The product is: [Br:1][C:2]1[CH:3]=[C:4]([NH:10][C:11]2[CH:16]=[CH:15][C:14]([N:17]3[CH2:22][CH2:21][N:20]([CH2:23][C:24]([OH:25])([CH3:27])[CH3:26])[CH2:19][CH2:18]3)=[CH:13][N:12]=2)[C:5](=[O:9])[N:6]([CH3:8])[CH:7]=1. Given the reactants [Br:1][C:2]1[CH:3]=[C:4]([NH:10][C:11]2[CH:16]=[CH:15][C:14]([N:17]3[CH2:22][CH2:21][NH:20][CH2:19][CH2:18]3)=[CH:13][N:12]=2)[C:5](=[O:9])[N:6]([CH3:8])[CH:7]=1.[CH3:23][C:24]1([CH3:27])[CH2:26][O:25]1.C([O-])([O-])=O.[Cs+].[Cs+], predict the reaction product. (6) The product is: [ClH:26].[CH2:1]([C@H:8]([NH2:25])[CH2:9][O:10][CH2:11][C:12]1[CH:13]=[CH:14][CH:15]=[CH:16][CH:17]=1)[C:2]1[CH:3]=[CH:4][CH:5]=[CH:6][CH:7]=1. Given the reactants [CH2:1]([C@H:8]([NH2:25])[CH:9](C(OC(C)(C)C)=O)[O:10][CH2:11][C:12]1[CH:17]=[CH:16][CH:15]=[CH:14][CH:13]=1)[C:2]1[CH:7]=[CH:6][CH:5]=[CH:4][CH:3]=1.[ClH:26], predict the reaction product.